Dataset: Forward reaction prediction with 1.9M reactions from USPTO patents (1976-2016). Task: Predict the product of the given reaction. (1) Given the reactants [CH2:1]([O:8][C@H:9]1[C@@H:13]2[O:14][C:15]([CH3:18])([CH3:17])[O:16][C@@H:12]2[C@@H:11]([C:19]([OH:21])=O)[O:10]1)C1C=CC=CC=1.[NH3:22].C(OCC)(=O)C, predict the reaction product. The product is: [CH3:1][O:8][C@H:9]1[C@@H:13]2[O:14][C:15]([CH3:18])([CH3:17])[O:16][C@@H:12]2[C@@H:11]([C:19]([NH2:22])=[O:21])[O:10]1. (2) Given the reactants [C:1](OC(=O)C)(=[O:3])[CH3:2].[NH2:8][C:9]1[N:14]=[C:13]([C:15]#[C:16][C:17]2[C:18]([NH:23][C:24]3[CH:29]=[CH:28][C:27]([O:30][CH2:31][C:32]4[CH:37]=[CH:36][CH:35]=[C:34]([F:38])[CH:33]=4)=[C:26]([Cl:39])[CH:25]=3)=[N:19][CH:20]=[N:21][CH:22]=2)[CH:12]=[CH:11][CH:10]=1.C([O-])(O)=O.[Na+], predict the reaction product. The product is: [Cl:39][C:26]1[CH:25]=[C:24]([CH:29]=[CH:28][C:27]=1[O:30][CH2:31][C:32]1[CH:37]=[CH:36][CH:35]=[C:34]([F:38])[CH:33]=1)[NH:23][C:18]1[C:17]([C:16]#[C:15][C:13]2[N:14]=[C:9]([NH:8][C:1](=[O:3])[CH3:2])[CH:10]=[CH:11][CH:12]=2)=[CH:22][N:21]=[CH:20][N:19]=1.